Task: Predict the product of the given reaction.. Dataset: Forward reaction prediction with 1.9M reactions from USPTO patents (1976-2016) Given the reactants [I-].[CH2:2]([N+:6]1[C:10]([CH3:11])=[CH:9][S:8][C:7]=1[CH3:12])[CH2:3][CH2:4][CH3:5].[F:13][C:14]1[CH:15]=[CH:16][C:17]([C:23]([F:26])([F:25])[F:24])=[C:18]([CH:22]=1)[C:19](Cl)=[O:20], predict the reaction product. The product is: [CH2:2]([N:6]1[C:10]([CH3:11])=[CH:9][S:8]/[C:7]/1=[CH:12]\[C:19]([C:18]1[CH:22]=[C:14]([F:13])[CH:15]=[CH:16][C:17]=1[C:23]([F:26])([F:24])[F:25])=[O:20])[CH2:3][CH2:4][CH3:5].